From a dataset of Reaction yield outcomes from USPTO patents with 853,638 reactions. Predict the reaction yield, written as a fraction of the theoretical maximum amount of product (1.0 means a 100% yield; for example, 0.34 means a 34% yield). (1) The reactants are Cl[C:2]1[N:7]=[C:6]([NH:8][CH2:9][CH2:10][CH2:11][C:12]2[CH:17]=[CH:16][CH:15]=[C:14]([O:18][CH3:19])[CH:13]=2)[C:5]([Cl:20])=[CH:4][N:3]=1.[NH2:21][C:22]1[CH:23]=[C:24]([CH2:28][CH2:29][OH:30])[CH:25]=[CH:26][CH:27]=1.O.C1(C)C=CC(S(O)(=O)=O)=CC=1. The catalyst is O1CCOCC1. The product is [Cl:20][C:5]1[C:6]([NH:8][CH2:9][CH2:10][CH2:11][C:12]2[CH:17]=[CH:16][CH:15]=[C:14]([O:18][CH3:19])[CH:13]=2)=[N:7][C:2]([NH:21][C:22]2[CH:23]=[C:24]([CH2:28][CH2:29][OH:30])[CH:25]=[CH:26][CH:27]=2)=[N:3][CH:4]=1. The yield is 0.920. (2) The reactants are [CH2:1]([C:5]1[N:6]=[C:7]([CH2:28][CH3:29])[NH:8][C:9](=[O:27])[C:10]=1[CH2:11][C:12]1[CH:17]=[CH:16][C:15]([C:18]2[C:19]([C:24]#[N:25])=[CH:20][CH:21]=[CH:22][CH:23]=2)=[CH:14][C:13]=1[F:26])[CH2:2][CH2:3][CH3:4].[O:30]1[C:34]2[CH:35]=[CH:36][C:37](B(O)O)=[CH:38][C:33]=2[CH2:32][CH2:31]1.N1C=CC=CC=1.C(N(CC)CC)C. The catalyst is C(OCC)(=O)C.C([O-])(=O)C.[Cu+2].C([O-])(=O)C.ClCCl. The product is [CH2:1]([C:5]1[N:6]=[C:7]([CH2:28][CH3:29])[N:8]([C:37]2[CH:36]=[CH:35][C:34]3[O:30][CH2:31][CH2:32][C:33]=3[CH:38]=2)[C:9](=[O:27])[C:10]=1[CH2:11][C:12]1[CH:17]=[CH:16][C:15]([C:18]2[C:19]([C:24]#[N:25])=[CH:20][CH:21]=[CH:22][CH:23]=2)=[CH:14][C:13]=1[F:26])[CH2:2][CH2:3][CH3:4]. The yield is 0.790. (3) The reactants are [NH2:1][CH2:2][CH2:3][CH2:4][C:5]1([C:22]2[CH:27]=[CH:26][CH:25]=[CH:24][CH:23]=2)[N:9]([C:10](=[O:14])[CH:11]([CH3:13])[CH3:12])[N:8]=[C:7]([C:15]2[CH:20]=[CH:19][CH:18]=[C:17]([F:21])[CH:16]=2)[S:6]1.[CH3:28][C:29]([CH3:31])=O.C(O[BH-](OC(=O)C)OC(=O)C)(=O)C.[Na+]. The catalyst is C(#N)C.C([O-])([O-])=O.[Na+].[Na+]. The product is [F:21][C:17]1[CH:16]=[C:15]([C:7]2[S:6][C:5]([CH2:4][CH2:3][CH2:2][NH:1][CH:29]([CH3:31])[CH3:28])([C:22]3[CH:27]=[CH:26][CH:25]=[CH:24][CH:23]=3)[N:9]([C:10](=[O:14])[CH:11]([CH3:13])[CH3:12])[N:8]=2)[CH:20]=[CH:19][CH:18]=1. The yield is 0.500. (4) The reactants are Br[C:2]1[CH:3]=[C:4]([Cl:16])[C:5]([NH:8][C:9]2[CH:14]=[CH:13][C:12]([Cl:15])=[CH:11][CH:10]=2)=[N:6][CH:7]=1.[CH:17]#[C:18][CH2:19][CH2:20][CH3:21].C(N(CC)CC)C. The catalyst is CN(C=O)C.CCOC(C)=O.Cl[Pd](Cl)([P](C1C=CC=CC=1)(C1C=CC=CC=1)C1C=CC=CC=1)[P](C1C=CC=CC=1)(C1C=CC=CC=1)C1C=CC=CC=1.[Cu]I. The product is [Cl:16][C:4]1[C:5]([NH:8][C:9]2[CH:14]=[CH:13][C:12]([Cl:15])=[CH:11][CH:10]=2)=[N:6][CH:7]=[C:2]([C:17]#[C:18][CH2:19][CH2:20][CH3:21])[CH:3]=1. The yield is 0.580. (5) The reactants are [C:1]([C:4]1[C:12]2[CH2:11][CH2:10][N:9](C(OC(C)(C)C)=O)[CH2:8][C:7]=2[S:6][C:5]=1[NH:20][C:21](=[O:29])[C:22]1[CH:27]=[CH:26][CH:25]=[CH:24][C:23]=1[Cl:28])(=[O:3])[NH2:2].[F:30][C:31]([F:36])([F:35])[C:32]([OH:34])=[O:33]. The catalyst is ClCCl. The product is [F:30][C:31]([F:36])([F:35])[C:32]([O-:34])=[O:33].[C:1]([C:4]1[C:12]2[CH2:11][CH2:10][NH2+:9][CH2:8][C:7]=2[S:6][C:5]=1[NH:20][C:21](=[O:29])[C:22]1[CH:27]=[CH:26][CH:25]=[CH:24][C:23]=1[Cl:28])(=[O:3])[NH2:2]. The yield is 0.820. (6) The reactants are [C:1]1([C:7]2[CH:15]=[CH:14][CH:13]=[C:12]3[C:8]=2[C:9]2[CH:19]=[CH:18][CH:17]=[N:16][C:10]=2[NH:11]3)[CH:6]=[CH:5][CH:4]=[CH:3][CH:2]=1.[CH2:20]([S:22](C1C=C(B(O)O)C=CC=1)(=[O:24])=[O:23])[CH3:21]. No catalyst specified. The product is [CH2:20]([S:22]([C:5]1[CH:6]=[C:1]([C:7]2[CH:15]=[CH:14][CH:13]=[C:12]3[C:8]=2[C:9]2[CH:19]=[CH:18][CH:17]=[N:16][C:10]=2[NH:11]3)[CH:2]=[CH:3][CH:4]=1)(=[O:24])=[O:23])[CH3:21]. The yield is 0.480.